From a dataset of Forward reaction prediction with 1.9M reactions from USPTO patents (1976-2016). Predict the product of the given reaction. (1) Given the reactants [OH:1][C:2]1[CH:3]=[C:4]2[C:9](=[CH:10][C:11]=1[CH2:12][C:13]([CH3:15])=[CH2:14])[NH:8][C:7](=[O:16])[CH2:6][CH2:5]2, predict the reaction product. The product is: [OH:1][C:2]1[CH:3]=[C:4]2[C:9](=[CH:10][C:11]=1[CH2:12][CH:13]([CH3:14])[CH3:15])[NH:8][C:7](=[O:16])[CH2:6][CH2:5]2. (2) The product is: [Cl:19][C:20]1[CH:21]=[C:22]([C:30]2[O:34][N:33]=[C:32]([C:35]3[CH:36]=[CH:37][C:38]([OH:44])=[C:39]4[C:43]=3[O:42][CH:41]=[CH:40]4)[N:31]=2)[CH:23]=[CH:24][C:25]=1[O:26][CH:27]([CH3:29])[CH3:28]. Given the reactants CCCC[N+](CCCC)(CCCC)CCCC.[F-].[Cl:19][C:20]1[CH:21]=[C:22]([C:30]2[O:34][N:33]=[C:32]([C:35]3[C:43]4[O:42][CH:41]=[CH:40][C:39]=4[C:38]([O:44]COCC[Si](C)(C)C)=[CH:37][CH:36]=3)[N:31]=2)[CH:23]=[CH:24][C:25]=1[O:26][CH:27]([CH3:29])[CH3:28], predict the reaction product. (3) Given the reactants [C:1]([NH:4][CH2:5][C:6]1[CH:11]=[CH:10][C:9](B(O)O)=[CH:8][CH:7]=1)(=[O:3])[CH3:2].[C:15]1(=O)[CH2:20][CH2:19][CH2:18][CH:17]=[CH:16]1, predict the reaction product. The product is: [C:15]1([C@H:1]([NH:4][CH:16]2[CH2:15][CH2:20][CH2:19][CH:18]([C:9]3[CH:10]=[CH:11][C:6]([CH2:5][NH:4][C:1](=[O:3])[CH3:2])=[CH:7][CH:8]=3)[CH2:17]2)[CH3:2])[C:20]2[C:19](=[CH:5][CH:6]=[CH:7][CH:8]=2)[CH:18]=[CH:17][CH:16]=1. (4) Given the reactants Cl[C:2]([O:4][CH3:5])=[O:3].[NH:6]1[CH2:9][CH:8]([N:10]2[C:18]([C:19]3[CH:24]=[CH:23][CH:22]=[CH:21][C:20]=3[Cl:25])=[N:17][C:16]3[C:11]2=[N:12][C:13]([CH3:34])=[N:14][C:15]=3[N:26]2[CH2:31][CH2:30][N:29]([CH2:32][CH3:33])[CH2:28][CH2:27]2)[CH2:7]1.N1C=CC=CC=1, predict the reaction product. The product is: [CH3:5][O:4][C:2]([N:6]1[CH2:7][CH:8]([N:10]2[C:18]([C:19]3[CH:24]=[CH:23][CH:22]=[CH:21][C:20]=3[Cl:25])=[N:17][C:16]3[C:11]2=[N:12][C:13]([CH3:34])=[N:14][C:15]=3[N:26]2[CH2:27][CH2:28][N:29]([CH2:32][CH3:33])[CH2:30][CH2:31]2)[CH2:9]1)=[O:3]. (5) Given the reactants [CH:1]1(NC2C3SCCC=3N=C(N3CCN(C4C=CC=CC=4)CC3)N=2)[CH2:6]CCC[CH2:2]1.CN(C(O[N:37]1N=[N:44][C:39]2[CH:40]=[CH:41][CH:42]=[N:43][C:38]1=2)=[N+](C)C)C.F[P-](F)(F)(F)(F)F.[CH:53]([N:56]([CH:59]([CH3:61])C)[CH2:57][CH3:58])(C)C.[Cl:62][C:63]1N=C(CCCN)[C:66]2[S:71](=O)(=O)[CH2:70][CH2:69][C:67]=2[N:68]=1.CS(C)=[O:80], predict the reaction product. The product is: [CH3:53][N:56]1[CH2:57][CH2:58][N:44]([C:39]([C:40]2[CH:6]=[CH:1][CH:2]=[C:42]([NH:43][C:38]3[C:66]4[S:71][CH2:70][CH2:69][C:67]=4[N:68]=[C:63]([Cl:62])[N:37]=3)[CH:41]=2)=[O:80])[CH2:61][CH2:59]1. (6) Given the reactants [Li+].CC([N-]C(C)C)C.[CH:9]1([C:15]2[N:16]=[C:17]([C:20]3[CH:21]=[N:22][CH:23]=[CH:24][C:25]=3[CH3:26])[S:18][CH:19]=2)[CH2:14][CH2:13][CH2:12][CH2:11][CH2:10]1.C([I:31])(F)(F)F, predict the reaction product. The product is: [CH:9]1([C:15]2[N:16]=[C:17]([C:20]3[CH:21]=[N:22][CH:23]=[CH:24][C:25]=3[CH3:26])[S:18][C:19]=2[I:31])[CH2:10][CH2:11][CH2:12][CH2:13][CH2:14]1. (7) The product is: [CH3:12][O:13][CH2:14][C:15](=[O:17])[CH2:16][C:3](=[O:5])[C:2]([O:9][CH2:10][CH3:11])=[O:8]. Given the reactants [Na].[C:2]([O:9][CH2:10][CH3:11])(=[O:8])[C:3]([O:5]CC)=O.[CH3:12][O:13][CH2:14][C:15](=[O:17])[CH3:16].S(=O)(=O)(O)O, predict the reaction product.